This data is from Catalyst prediction with 721,799 reactions and 888 catalyst types from USPTO. The task is: Predict which catalyst facilitates the given reaction. (1) Reactant: [NH2:1][CH2:2][CH2:3][O:4][C:5]1[CH:28]=[CH:27][C:8]([CH2:9]/[C:10](=[C:15](\[C@H:20]2[CH2:25][CH2:24][C@@H:23]([OH:26])[CH2:22][CH2:21]2)/[C:16]([O:18]C)=[O:17])/[C:11]([O:13]C)=[O:12])=[CH:7][CH:6]=1.[OH-].[Na+:30]. Product: [NH2:1][CH2:2][CH2:3][O:4][C:5]1[CH:6]=[CH:7][C:8]([CH2:9]/[C:10](=[C:15](\[C@H:20]2[CH2:21][CH2:22][C@@H:23]([OH:26])[CH2:24][CH2:25]2)/[C:16]([O-:18])=[O:17])/[C:11]([O-:13])=[O:12])=[CH:27][CH:28]=1.[Na+:30].[Na+:30]. The catalyst class is: 12. (2) Reactant: [CH3:1][C:2]1[CH:7]=[C:6]([C:8]2[C:12]3[CH:13]=[C:14]4[C:19](=[CH:20][C:11]=3[N:10]([C:22]([C:35]3[CH:40]=[CH:39][CH:38]=[CH:37][CH:36]=3)([C:29]3[CH:34]=[CH:33][CH:32]=[CH:31][CH:30]=3)[C:23]3[CH:28]=[CH:27][CH:26]=[CH:25][CH:24]=3)[N:9]=2)[NH:18][C:17](=[O:21])[CH:16]=[CH:15]4)[CH:5]=[CH:4][N:3]=1.C1C(=O)N([Br:48])C(=O)C1. Product: [Br:48][C:16]1[C:17](=[O:21])[NH:18][C:19]2[C:14]([CH:15]=1)=[CH:13][C:12]1[C:8]([C:6]3[CH:5]=[CH:4][N:3]=[C:2]([CH3:1])[CH:7]=3)=[N:9][N:10]([C:22]([C:29]3[CH:30]=[CH:31][CH:32]=[CH:33][CH:34]=3)([C:35]3[CH:40]=[CH:39][CH:38]=[CH:37][CH:36]=3)[C:23]3[CH:28]=[CH:27][CH:26]=[CH:25][CH:24]=3)[C:11]=1[CH:20]=2. The catalyst class is: 39. (3) Reactant: CS(O[CH2:6][C:7]1[N:15]([CH2:16][CH2:17][S:18]([CH3:21])(=[O:20])=[O:19])[C:14]2[C:9](=[N:10][C:11]([Cl:22])=[CH:12][CH:13]=2)[CH:8]=1)(=O)=O.[Na].[O-]CCCC.[NH:29]1[C:33]2=[CH:34][N:35]=[CH:36][CH:37]=[C:32]2[C:31]2([CH2:39][CH2:38]2)[C:30]1=[O:40]. Product: [Cl:22][C:11]1[N:10]=[C:9]2[CH:8]=[C:7]([CH2:6][N:29]3[C:33]4=[CH:34][N:35]=[CH:36][CH:37]=[C:32]4[C:31]4([CH2:38][CH2:39]4)[C:30]3=[O:40])[N:15]([CH2:16][CH2:17][S:18]([CH3:21])(=[O:20])=[O:19])[C:14]2=[CH:13][CH:12]=1. The catalyst class is: 9.